From a dataset of Forward reaction prediction with 1.9M reactions from USPTO patents (1976-2016). Predict the product of the given reaction. Given the reactants [CH3:1][O:2][C:3](=[O:20])[C@H:4]([CH3:19])[CH2:5][N:6]1[CH2:11][CH2:10][N:9](C(OC(C)(C)C)=O)[CH2:8][CH2:7]1.C(O)(C(F)(F)F)=O, predict the reaction product. The product is: [CH3:19][C@H:4]([CH2:5][N:6]1[CH2:11][CH2:10][NH:9][CH2:8][CH2:7]1)[C:3]([O:2][CH3:1])=[O:20].